This data is from Catalyst prediction with 721,799 reactions and 888 catalyst types from USPTO. The task is: Predict which catalyst facilitates the given reaction. (1) Reactant: C[O:2][C:3]([C:5]1[C:6]([OH:35])=[C:7]2[C:12](=[C:13]([C:15]3[CH:20]=[CH:19][CH:18]=[CH:17][CH:16]=3)[N:14]=1)[N:11]([CH2:21][C:22]1[CH:27]=[CH:26][CH:25]=[CH:24][CH:23]=1)[C:10](=[O:28])[C:9]([C:29]1[CH:34]=[CH:33][CH:32]=[CH:31][CH:30]=1)=[CH:8]2)=O.Cl.[NH2:37][CH2:38][CH2:39][N:40]([CH3:45])[S:41]([CH3:44])(=[O:43])=[O:42].C[O-].[Na+]. Product: [CH3:44][S:41]([N:40]([CH3:45])[CH2:39][CH2:38][NH:37][C:3]([C:5]1[C:6]([OH:35])=[C:7]2[C:12](=[C:13]([C:15]3[CH:20]=[CH:19][CH:18]=[CH:17][CH:16]=3)[N:14]=1)[N:11]([CH2:21][C:22]1[CH:23]=[CH:24][CH:25]=[CH:26][CH:27]=1)[C:10](=[O:28])[C:9]([C:29]1[CH:30]=[CH:31][CH:32]=[CH:33][CH:34]=1)=[CH:8]2)=[O:2])(=[O:43])=[O:42]. The catalyst class is: 14. (2) Reactant: Cl[C:2]1[N:27]=[C:26](Cl)[CH:25]=[CH:24][C:3]=1[C:4]([NH:6][C:7]1[CH:12]=[CH:11][C:10]([N:13](C=O)[CH2:14][CH2:15][C:16]2[CH:21]=[CH:20][CH:19]=[CH:18][N:17]=2)=[CH:9][CH:8]=1)=[O:5].[CH3:29][CH:30]([CH3:32])[O-:31].[Na+]. Product: [CH:30]([O:31][C:2]1[N:27]=[C:26]([O:31][CH:30]([CH3:32])[CH3:29])[CH:25]=[CH:24][C:3]=1[C:4]([NH:6][C:7]1[CH:8]=[CH:9][C:10]([NH:13][CH2:14][CH2:15][C:16]2[CH:21]=[CH:20][CH:19]=[CH:18][N:17]=2)=[CH:11][CH:12]=1)=[O:5])([CH3:32])[CH3:29]. The catalyst class is: 32. (3) Product: [ClH:3].[CH3:22][O:20][C:19](=[O:21])[C@H:8]([CH2:9][C:10]1[C:18]2[C:13](=[CH:14][CH:15]=[CH:16][CH:17]=2)[NH:12][CH:11]=1)[NH2:7]. The catalyst class is: 357. Reactant: O=S(Cl)[Cl:3].[OH-].[Na+].[NH2:7][C@H:8]([C:19]([OH:21])=[O:20])[CH2:9][C:10]1[C:18]2[C:13](=[CH:14][CH:15]=[CH:16][CH:17]=2)[NH:12][CH:11]=1.[CH:22]1C=C2C(C(O)(O)C(=O)C2=CC=1)=O. (4) Reactant: C(OC(=O)[NH:7][C@H:8]([CH2:32][C:33]1[CH:38]=[C:37]([F:39])[C:36]([F:40])=[CH:35][C:34]=1[F:41])[CH2:9][C:10](=[O:31])[N:11]1[CH2:16][CH2:15][N:14]2[C:17]([C:27]([F:30])([F:29])[F:28])=[N:18][C:19]([C:20]([N:22]3[CH2:26][CH2:25][CH2:24][CH2:23]3)=[O:21])=[C:13]2[CH2:12]1)(C)(C)C.[ClH:43]. Product: [ClH:43].[NH2:7][C@H:8]([CH2:32][C:33]1[CH:38]=[C:37]([F:39])[C:36]([F:40])=[CH:35][C:34]=1[F:41])[CH2:9][C:10]([N:11]1[CH2:16][CH2:15][N:14]2[C:17]([C:27]([F:30])([F:29])[F:28])=[N:18][C:19]([C:20]([N:22]3[CH2:23][CH2:24][CH2:25][CH2:26]3)=[O:21])=[C:13]2[CH2:12]1)=[O:31]. The catalyst class is: 13. (5) The catalyst class is: 212. Product: [CH2:30]([O:32][C:33]1[CH:34]=[C:35]([CH:38]=[CH:39][C:40]=1[O:41][CH3:42])[CH2:36][N:8]1[CH2:13][CH2:12][CH:11]([NH:14][C:15]2[O:16][C:17]3[C:23]([O:24][CH2:25][CH:26]([OH:29])[CH2:27][OH:28])=[CH:22][CH:21]=[CH:20][C:18]=3[N:19]=2)[CH2:10][CH2:9]1)[CH3:31]. Reactant: FC(F)(F)C(O)=O.[NH:8]1[CH2:13][CH2:12][CH:11]([NH:14][C:15]2[O:16][C:17]3[C:23]([O:24][CH2:25][CH:26]([OH:29])[CH2:27][OH:28])=[CH:22][CH:21]=[CH:20][C:18]=3[N:19]=2)[CH2:10][CH2:9]1.[CH2:30]([O:32][C:33]1[CH:34]=[C:35]([CH:38]=[CH:39][C:40]=1[O:41][CH3:42])[CH:36]=O)[CH3:31].C([BH3-])#N.[Na+].C(N(C(C)C)C(C)C)C. (6) Reactant: [CH2:1]([N:6]=[C:7]=[S:8])[CH2:2][CH2:3][CH2:4][CH3:5].[NH3:9]. Product: [CH2:1]([NH:6][C:7]([NH2:9])=[S:8])[CH2:2][CH2:3][CH2:4][CH3:5]. The catalyst class is: 5. (7) Reactant: [CH2:1]([Zn]CC)C.ICI.[Cl:9][C:10]1[CH:11]=[C:12](/[CH:17]=[CH:18]/[CH2:19][OH:20])[CH:13]=[CH:14][C:15]=1[Cl:16]. Product: [Cl:9][C:10]1[CH:11]=[C:12]([CH:17]2[CH2:1][CH:18]2[CH2:19][OH:20])[CH:13]=[CH:14][C:15]=1[Cl:16]. The catalyst class is: 2. (8) Reactant: Cl[CH2:2][C:3]([NH:5][CH2:6][CH3:7])=[O:4].[NH2:8][C:9]1[CH:14]=[CH:13][CH:12]=[CH:11][CH:10]=1. Product: [CH2:6]([NH:5][C:3](=[O:4])[CH2:2][NH:8][C:9]1[CH:14]=[CH:13][CH:12]=[CH:11][CH:10]=1)[CH3:7]. The catalyst class is: 14.